Dataset: Reaction yield outcomes from USPTO patents with 853,638 reactions. Task: Predict the reaction yield, written as a fraction of the theoretical maximum amount of product (1.0 means a 100% yield; for example, 0.34 means a 34% yield). (1) The reactants are Br[C:2]1[N:7]=[N:6][C:5]([NH2:8])=[N:4][C:3]=1[C:9]1[CH:14]=[CH:13][CH:12]=[CH:11][CH:10]=1.[Cl:15][C:16]1[CH:17]=[C:18](B(O)O)[CH:19]=[CH:20][C:21]=1[F:22]. No catalyst specified. The product is [Cl:15][C:16]1[CH:17]=[C:18]([C:2]2[N:7]=[N:6][C:5]([NH2:8])=[N:4][C:3]=2[C:9]2[CH:14]=[CH:13][CH:12]=[CH:11][CH:10]=2)[CH:19]=[CH:20][C:21]=1[F:22]. The yield is 0.290. (2) The reactants are [C:1]1([C:7]2[C:12]([C:13]3[CH:18]=[CH:17][CH:16]=[CH:15][CH:14]=3)=[N:11][CH2:10][CH2:9][N:8]=2)[CH:6]=[CH:5][CH:4]=[CH:3][CH:2]=1.[OH-].[K+]. The catalyst is OCC(CO)O. The product is [C:1]1([C:7]2[C:12]([C:13]3[CH:14]=[CH:15][CH:16]=[CH:17][CH:18]=3)=[N:11][CH:10]=[CH:9][N:8]=2)[CH:6]=[CH:5][CH:4]=[CH:3][CH:2]=1. The yield is 0.220. (3) The reactants are [CH3:1][N:2]([CH3:25])[C:3](=[O:24])[NH:4][C:5]1[CH:10]=[C:9]([C:11]2[S:12][CH:13]=[CH:14][CH:15]=2)[CH:8]=[CH:7][C:6]=1[NH:16]C(=O)OC(C)(C)C.C(O)(C(F)(F)F)=O. The catalyst is ClCCl. The product is [NH2:16][C:6]1[CH:7]=[CH:8][C:9]([C:11]2[S:12][CH:13]=[CH:14][CH:15]=2)=[CH:10][C:5]=1[NH:4][C:3](=[O:24])[N:2]([CH3:1])[CH3:25]. The yield is 0.830. (4) The reactants are [Cl:1][C:2]1[CH:3]=[C:4]([NH:16][C:17]2[C:26]3[C:21](=[CH:22][C:23]([O:39][CH2:40][CH3:41])=[C:24]([NH:27][C:28](=[O:38])[CH2:29]P(OCC)(OCC)=O)[CH:25]=3)[N:20]=[CH:19][C:18]=2[C:42]#[N:43])[CH:5]=[CH:6][C:7]=1[O:8][CH2:9][C:10]1[CH:15]=[CH:14][CH:13]=[CH:12][N:11]=1.C[Si]([N-][Si](C)(C)C)(C)C.[Li+].C1(C)C=CC=CC=1.[CH3:61][N:62]1[CH2:66][CH2:65][CH2:64][CH:63]1[CH:67]=O. The catalyst is O1CCCC1. The product is [Cl:1][C:2]1[CH:3]=[C:4]([NH:16][C:17]2[C:26]3[C:21](=[CH:22][C:23]([O:39][CH2:40][CH3:41])=[C:24]([NH:27][C:28](=[O:38])/[CH:29]=[CH:67]/[CH:63]4[CH2:64][CH2:65][CH2:66][N:62]4[CH3:61])[CH:25]=3)[N:20]=[CH:19][C:18]=2[C:42]#[N:43])[CH:5]=[CH:6][C:7]=1[O:8][CH2:9][C:10]1[CH:15]=[CH:14][CH:13]=[CH:12][N:11]=1. The yield is 0.208. (5) The reactants are [CH:1]([O:4][C:5]1[CH:6]=[C:7](/[CH:11]=[CH:12]/[CH2:13][C@H:14]([OH:16])[CH3:15])[CH:8]=[N:9][CH:10]=1)([CH3:3])[CH3:2].[C:17]1([CH3:27])[CH:22]=[CH:21][C:20]([S:23](Cl)(=[O:25])=[O:24])=[CH:19][CH:18]=1. The catalyst is N1C=CC=CC=1. The product is [C:17]1([CH3:27])[CH:22]=[CH:21][C:20]([S:23]([O:16][C@@H:14]([CH2:13]/[CH:12]=[CH:11]/[C:7]2[CH:8]=[N:9][CH:10]=[C:5]([O:4][CH:1]([CH3:3])[CH3:2])[CH:6]=2)[CH3:15])(=[O:25])=[O:24])=[CH:19][CH:18]=1. The yield is 0.815. (6) The reactants are [CH2:1]([N:4]([CH2:25][CH2:26][CH3:27])[C:5]([C:7]1[N:8]([CH2:18][C:19]2[CH:24]=[CH:23][CH:22]=[CH:21][CH:20]=2)[C:9]2[C:14]([CH:15]=1)=[CH:13][C:12]([O:16][CH3:17])=[CH:11][CH:10]=2)=[O:6])[CH2:2][CH3:3].[Mg]. The catalyst is CO.C(OCC)(=O)C. The product is [CH2:25]([N:4]([CH2:1][CH2:2][CH3:3])[C:5]([CH:7]1[CH2:15][C:14]2[C:9](=[CH:10][CH:11]=[C:12]([O:16][CH3:17])[CH:13]=2)[N:8]1[CH2:18][C:19]1[CH:24]=[CH:23][CH:22]=[CH:21][CH:20]=1)=[O:6])[CH2:26][CH3:27]. The yield is 0.620.